This data is from Peptide-MHC class II binding affinity with 134,281 pairs from IEDB. The task is: Regression. Given a peptide amino acid sequence and an MHC pseudo amino acid sequence, predict their binding affinity value. This is MHC class II binding data. (1) The peptide sequence is KPVSKMRMATPLLMQALP. The binding affinity (normalized) is 0.399. The MHC is HLA-DQA10301-DQB10302 with pseudo-sequence HLA-DQA10301-DQB10302. (2) The peptide sequence is EYLNKIQNSLSTEWSPCSVT. The MHC is HLA-DPA10301-DPB10402 with pseudo-sequence HLA-DPA10301-DPB10402. The binding affinity (normalized) is 0.369. (3) The peptide sequence is APTGATTAAAGGYKV. The MHC is HLA-DPA10301-DPB10402 with pseudo-sequence HLA-DPA10301-DPB10402. The binding affinity (normalized) is 0.147. (4) The peptide sequence is EKKIFAATQFEPLAA. The MHC is HLA-DQA10501-DQB10301 with pseudo-sequence HLA-DQA10501-DQB10301. The binding affinity (normalized) is 0.294. (5) The peptide sequence is LMSSLHLKRYYGRIL. The MHC is DRB1_1501 with pseudo-sequence DRB1_1501. The binding affinity (normalized) is 0.976. (6) The peptide sequence is PRSPTVFYNIPPMPLPPSQL. The MHC is HLA-DQA10101-DQB10501 with pseudo-sequence HLA-DQA10101-DQB10501. The binding affinity (normalized) is 0.345. (7) The peptide sequence is TISNNLFFNHHKVML. The MHC is DRB4_0101 with pseudo-sequence DRB4_0103. The binding affinity (normalized) is 0.230. (8) The peptide sequence is EAKITMLTNGQCQNI. The binding affinity (normalized) is 0.533. The MHC is DRB4_0101 with pseudo-sequence DRB4_0103. (9) The peptide sequence is LVGPTPVNIIGRNILTQIGC. The MHC is DRB3_0101 with pseudo-sequence DRB3_0101. The binding affinity (normalized) is 0.413.